From a dataset of Forward reaction prediction with 1.9M reactions from USPTO patents (1976-2016). Predict the product of the given reaction. (1) Given the reactants [CH3:1][O:2][C:3]1[CH:4]=[CH:5][C:6]([C:14](=O)[CH2:15][CH2:16][C:17]([OH:19])=O)=[C:7]2[C:12]=1[N:11]=[C:10]([CH3:13])[CH:9]=[CH:8]2.O.[NH2:22][NH2:23].O, predict the reaction product. The product is: [CH3:1][O:2][C:3]1[CH:4]=[CH:5][C:6]([C:14]2[CH2:15][CH2:16][C:17](=[O:19])[NH:22][N:23]=2)=[C:7]2[C:12]=1[N:11]=[C:10]([CH3:13])[CH:9]=[CH:8]2. (2) Given the reactants CC[N:3](C(C)C)C(C)C.[Cl:10][C:11]1[CH:33]=[CH:32][C:14]2[NH:15][C:16]([S:18][C:19]3[C:24]4[NH:25][C:26](=[O:28])[NH:27][C:23]=4[CH:22]=[C:21]([C:29](O)=[O:30])[CH:20]=3)=[N:17][C:13]=2[CH:12]=1.[Cl-].[NH4+].CN(C(ON1N=NC2C=CC=CC1=2)=[N+](C)C)C.[B-](F)(F)(F)F, predict the reaction product. The product is: [Cl:10][C:11]1[CH:33]=[CH:32][C:14]2[NH:15][C:16]([S:18][C:19]3[C:24]4[NH:25][C:26](=[O:28])[NH:27][C:23]=4[CH:22]=[C:21]([C:29]([NH2:3])=[O:30])[CH:20]=3)=[N:17][C:13]=2[CH:12]=1. (3) Given the reactants [CH:1]([NH:4][C:5]([N:7]1[CH2:12][CH2:11][CH:10]([CH2:13][CH2:14][O:15][C:16]2[CH:17]=[C:18]([CH:22]=[CH:23][CH:24]=2)[C:19]([OH:21])=O)[CH2:9][CH2:8]1)=[O:6])([CH3:3])[CH3:2].[NH2:25][CH:26]1[CH:33]2[CH2:34][C:29]3([OH:36])[CH2:30][CH:31]([CH2:35][CH:27]1[CH2:28]3)[CH2:32]2, predict the reaction product. The product is: [CH:1]([NH:4][C:5]([N:7]1[CH2:8][CH2:9][CH:10]([CH2:13][CH2:14][O:15][C:16]2[CH:24]=[CH:23][CH:22]=[C:18]([C:19](=[O:21])[NH:25][CH:26]3[CH:27]4[CH2:35][CH:31]5[CH2:30][C:29]([OH:36])([CH2:34][CH:33]3[CH2:32]5)[CH2:28]4)[CH:17]=2)[CH2:11][CH2:12]1)=[O:6])([CH3:2])[CH3:3].